This data is from Catalyst prediction with 721,799 reactions and 888 catalyst types from USPTO. The task is: Predict which catalyst facilitates the given reaction. (1) Reactant: [F:1][C:2]1[CH:3]=[CH:4][CH:5]=[C:6]2[C:11]=1[CH:10]([C:12]1[CH:17]=[CH:16][C:15]([C:18]([F:21])([F:20])[F:19])=[CH:14][CH:13]=1)[NH:9][CH2:8][CH2:7]2.C(N(C(C)C)CC)(C)C.[F:31][C:32]1[CH:37]=[CH:36][C:35]([N:38]=[C:39]=[O:40])=[CH:34][CH:33]=1. Product: [F:1][C:2]1[CH:3]=[CH:4][CH:5]=[C:6]2[C:11]=1[CH:10]([C:12]1[CH:17]=[CH:16][C:15]([C:18]([F:21])([F:19])[F:20])=[CH:14][CH:13]=1)[N:9]([C:39]([NH:38][C:35]1[CH:36]=[CH:37][C:32]([F:31])=[CH:33][CH:34]=1)=[O:40])[CH2:8][CH2:7]2. The catalyst class is: 525. (2) Reactant: [S:1]1[CH:5]=[CH:4][CH:3]=[C:2]1[C:6]1[CH:13]=[CH:12][C:9]([C:10]#[N:11])=[CH:8][CH:7]=1.[H-].[Al+3].[Li+].[H-].[H-].[H-].CO. Product: [S:1]1[CH:5]=[CH:4][CH:3]=[C:2]1[C:6]1[CH:13]=[CH:12][C:9]([CH2:10][NH2:11])=[CH:8][CH:7]=1. The catalyst class is: 217. (3) Reactant: [Cl:1][C:2]1[CH:7]=[CH:6][C:5]([C:8]2[C:14]3[CH:15]=[C:16]([C:19]4[CH:24]=[CH:23][C:22]([CH:25]=O)=[CH:21][CH:20]=4)[CH:17]=[CH:18][C:13]=3[N:12]3[C:27]([CH3:30])=[N:28][N:29]=[C:11]3[C@H:10]([CH2:31][C:32]([NH:34][CH2:35][CH3:36])=[O:33])[N:9]=2)=[CH:4][CH:3]=1.[CH3:37][N:38]1[CH2:43][CH2:42][NH:41][CH2:40][CH2:39]1.C(O[BH-](OC(=O)C)OC(=O)C)(=O)C.[Na+].C(=O)([O-])O.[Na+]. Product: [Cl:1][C:2]1[CH:7]=[CH:6][C:5]([C:8]2[C:14]3[CH:15]=[C:16]([C:19]4[CH:20]=[CH:21][C:22]([CH2:25][N:41]5[CH2:42][CH2:43][N:38]([CH3:37])[CH2:39][CH2:40]5)=[CH:23][CH:24]=4)[CH:17]=[CH:18][C:13]=3[N:12]3[C:27]([CH3:30])=[N:28][N:29]=[C:11]3[C@H:10]([CH2:31][C:32]([NH:34][CH2:35][CH3:36])=[O:33])[N:9]=2)=[CH:4][CH:3]=1. The catalyst class is: 322. (4) Reactant: [F:1][C:2]1[CH:7]=[CH:6][CH:5]=[CH:4][C:3]=1[NH:8][C:9]1[C:17]2[C:12](=[CH:13][CH:14]=[CH:15][CH:16]=2)[N:11]([C:18]2[N:23]=[C:22]([NH2:24])[C:21]([NH2:25])=[C:20]([NH2:26])[N:19]=2)[N:10]=1.[C:27](O[C:27]([O:29][CH3:30])=[O:28])([O:29][CH3:30])=[O:28]. Product: [CH:27]([OH:29])=[O:28].[NH2:26][C:20]1[C:21]([NH:25][C:27](=[O:28])[O:29][CH3:30])=[C:22]([NH2:24])[N:23]=[C:18]([N:11]2[C:12]3[C:17](=[CH:16][CH:15]=[CH:14][CH:13]=3)[C:9]([NH:8][C:3]3[CH:4]=[CH:5][CH:6]=[CH:7][C:2]=3[F:1])=[N:10]2)[N:19]=1. The catalyst class is: 41. (5) Reactant: [C:1]([O:5][C:6]([NH:8][C@@H:9]([C:13]1[CH:18]=[CH:17][CH:16]=[CH:15][CH:14]=1)[C:10](O)=[O:11])=[O:7])([CH3:4])([CH3:3])[CH3:2].N1C(F)=NC(F)=NC=1[F:21].N1C=CC=CC=1. Product: [C:1]([O:5][C:6](=[O:7])[NH:8][C@H:9]([C:10]([F:21])=[O:11])[C:13]1[CH:18]=[CH:17][CH:16]=[CH:15][CH:14]=1)([CH3:4])([CH3:3])[CH3:2]. The catalyst class is: 2.